This data is from CYP2D6 inhibition data for predicting drug metabolism from PubChem BioAssay. The task is: Regression/Classification. Given a drug SMILES string, predict its absorption, distribution, metabolism, or excretion properties. Task type varies by dataset: regression for continuous measurements (e.g., permeability, clearance, half-life) or binary classification for categorical outcomes (e.g., BBB penetration, CYP inhibition). Dataset: cyp2d6_veith. (1) The drug is COc1ccc(NC(=O)N2CCCC3(CCN(C(=O)c4cc(C(F)(F)F)cc(C(F)(F)F)c4)CC3)C2)cc1. The result is 0 (non-inhibitor). (2) The molecule is CCNc1ncc2nc(C)c(=O)n(CCOC)c2n1. The result is 0 (non-inhibitor). (3) The drug is CCN(CC)S(=O)(=O)N1CCC(C(=O)NCc2ccc(C)cc2)CC1. The result is 0 (non-inhibitor). (4) The drug is Cn1c(=O)c(-c2ccccc2)nc2cncnc21. The result is 0 (non-inhibitor).